Dataset: Forward reaction prediction with 1.9M reactions from USPTO patents (1976-2016). Task: Predict the product of the given reaction. (1) Given the reactants C1([C:7]2[C:8]([NH2:19])=[N:9][CH:10]=[C:11]([C:13]3[CH:18]=[CH:17][CH:16]=[CH:15][CH:14]=3)[CH:12]=2)C=CC=CC=1.Br[CH2:21][C:22]([C:24]1[CH:29]=[CH:28][C:27]([Br:30])=[CH:26][CH:25]=1)=O.C(=O)([O-])O.[Na+], predict the reaction product. The product is: [Br:30][C:27]1[CH:28]=[CH:29][C:24]([C:22]2[N:19]=[C:8]3[CH:7]=[CH:12][C:11]([C:13]4[CH:18]=[CH:17][CH:16]=[CH:15][CH:14]=4)=[CH:10][N:9]3[CH:21]=2)=[CH:25][CH:26]=1. (2) Given the reactants [CH:1]1([CH2:7][N:8]2[C:16](=[O:17])[C:15]3[N:14]=C(C4C=CC(/C=C/C(O)=O)=CC=4)[NH:12][C:11]=3[N:10]([CH2:29][CH:30]3[CH2:35][CH2:34][CH2:33][CH2:32][CH2:31]3)[C:9]2=[O:36])[CH2:6][CH2:5][CH2:4][CH2:3][CH2:2]1.NC1N(CC2CCCCC2)C(=O)N(CC2CCCCC2)C(=O)C=1N=O.C(C1C=CC=CC=1C(O)=O)=O, predict the reaction product. The product is: [CH:30]1([CH2:29][N:10]2[C:11]([NH2:12])=[C:15]([NH2:14])[C:16](=[O:17])[N:8]([CH2:7][CH:1]3[CH2:6][CH2:5][CH2:4][CH2:3][CH2:2]3)[C:9]2=[O:36])[CH2:31][CH2:32][CH2:33][CH2:34][CH2:35]1.